This data is from Catalyst prediction with 721,799 reactions and 888 catalyst types from USPTO. The task is: Predict which catalyst facilitates the given reaction. (1) Reactant: Cl[Si:2]([CH:9]([CH3:11])[CH3:10])([CH:6]([CH3:8])[CH3:7])[CH:3]([CH3:5])[CH3:4].[OH:12][CH2:13][CH2:14][C:15]1[CH:16]=[C:17]([CH:20]=[CH:21][CH:22]=1)[CH:18]=[O:19].N1C=CN=C1. Product: [CH:3]([Si:2]([CH:9]([CH3:11])[CH3:10])([CH:6]([CH3:8])[CH3:7])[O:12][CH2:13][CH2:14][C:15]1[CH:16]=[C:17]([CH:20]=[CH:21][CH:22]=1)[CH:18]=[O:19])([CH3:5])[CH3:4]. The catalyst class is: 35. (2) Reactant: [F:1][C:2]1[CH:3]=[CH:4][C:5]([C:8]([OH:10])=O)=[N:6][CH:7]=1.C1C=CC2N(O)N=[N:17][C:15]=2C=1.O.CCN=C=NCCCN(C)C.Cl.C(N(CC)CC)C.CN.CO. Product: [F:1][C:2]1[CH:3]=[CH:4][C:5]([C:8]([NH:17][CH3:15])=[O:10])=[N:6][CH:7]=1. The catalyst class is: 34. (3) Reactant: C(OC(=O)[NH:7][C:8]1[CH:13]=[C:12]([C:14]#[N:15])[CH:11]=[C:10]([N:16]2[CH2:28][CH2:27][C:19]3([CH2:23][N:22]([C:24](=[O:26])[CH3:25])[CH2:21][CH2:20]3)[CH2:18][CH2:17]2)[C:9]=1[Cl:29])(C)(C)C.C(O)(C(F)(F)F)=O. The catalyst class is: 2. Product: [C:24]([N:22]1[CH2:21][CH2:20][C:19]2([CH2:18][CH2:17][N:16]([C:10]3[CH:11]=[C:12]([CH:13]=[C:8]([NH2:7])[C:9]=3[Cl:29])[C:14]#[N:15])[CH2:28][CH2:27]2)[CH2:23]1)(=[O:26])[CH3:25].